Dataset: NCI-60 drug combinations with 297,098 pairs across 59 cell lines. Task: Regression. Given two drug SMILES strings and cell line genomic features, predict the synergy score measuring deviation from expected non-interaction effect. (1) Drug 1: CCC1=CC2CC(C3=C(CN(C2)C1)C4=CC=CC=C4N3)(C5=C(C=C6C(=C5)C78CCN9C7C(C=CC9)(C(C(C8N6C)(C(=O)OC)O)OC(=O)C)CC)OC)C(=O)OC.C(C(C(=O)O)O)(C(=O)O)O. Drug 2: C#CCC(CC1=CN=C2C(=N1)C(=NC(=N2)N)N)C3=CC=C(C=C3)C(=O)NC(CCC(=O)O)C(=O)O. Cell line: MALME-3M. Synergy scores: CSS=36.2, Synergy_ZIP=1.08, Synergy_Bliss=2.79, Synergy_Loewe=4.06, Synergy_HSA=4.19. (2) Drug 1: CC1CCC2CC(C(=CC=CC=CC(CC(C(=O)C(C(C(=CC(C(=O)CC(OC(=O)C3CCCCN3C(=O)C(=O)C1(O2)O)C(C)CC4CCC(C(C4)OC)O)C)C)O)OC)C)C)C)OC. Drug 2: C1CN(P(=O)(OC1)NCCCl)CCCl. Cell line: NCI-H226. Synergy scores: CSS=1.15, Synergy_ZIP=-0.987, Synergy_Bliss=1.11, Synergy_Loewe=-6.34, Synergy_HSA=-0.755. (3) Drug 1: C1C(C(OC1N2C=NC3=C2NC=NCC3O)CO)O. Cell line: BT-549. Synergy scores: CSS=28.3, Synergy_ZIP=-4.78, Synergy_Bliss=-1.61, Synergy_Loewe=-1.47, Synergy_HSA=0.0910. Drug 2: N.N.Cl[Pt+2]Cl. (4) Drug 1: C1CN1P(=S)(N2CC2)N3CC3. Drug 2: CCN(CC)CCCC(C)NC1=C2C=C(C=CC2=NC3=C1C=CC(=C3)Cl)OC. Cell line: SR. Synergy scores: CSS=77.2, Synergy_ZIP=0.187, Synergy_Bliss=0.762, Synergy_Loewe=-1.44, Synergy_HSA=1.18. (5) Drug 1: CC1=C(C(CCC1)(C)C)C=CC(=CC=CC(=CC(=O)O)C)C. Drug 2: C1=CC=C(C=C1)NC(=O)CCCCCCC(=O)NO. Cell line: NCI-H522. Synergy scores: CSS=12.2, Synergy_ZIP=-5.15, Synergy_Bliss=1.58, Synergy_Loewe=-4.43, Synergy_HSA=-1.17. (6) Drug 1: CC1OCC2C(O1)C(C(C(O2)OC3C4COC(=O)C4C(C5=CC6=C(C=C35)OCO6)C7=CC(=C(C(=C7)OC)O)OC)O)O. Cell line: SNB-75. Synergy scores: CSS=12.8, Synergy_ZIP=-5.43, Synergy_Bliss=-3.63, Synergy_Loewe=-8.66, Synergy_HSA=-2.28. Drug 2: C1C(C(OC1N2C=NC3=C2NC=NCC3O)CO)O. (7) Drug 1: C1=NC2=C(N1)C(=S)N=CN2. Drug 2: CC(C)CN1C=NC2=C1C3=CC=CC=C3N=C2N. Cell line: HT29. Synergy scores: CSS=19.1, Synergy_ZIP=-1.44, Synergy_Bliss=3.94, Synergy_Loewe=2.29, Synergy_HSA=3.02. (8) Drug 1: C1=C(C(=O)NC(=O)N1)F. Drug 2: CC1CCCC2(C(O2)CC(NC(=O)CC(C(C(=O)C(C1O)C)(C)C)O)C(=CC3=CSC(=N3)C)C)C. Cell line: DU-145. Synergy scores: CSS=31.7, Synergy_ZIP=-1.35, Synergy_Bliss=-3.92, Synergy_Loewe=-5.01, Synergy_HSA=-5.01. (9) Drug 1: CC1=C(C=C(C=C1)C(=O)NC2=CC(=CC(=C2)C(F)(F)F)N3C=C(N=C3)C)NC4=NC=CC(=N4)C5=CN=CC=C5. Drug 2: C1CN(P(=O)(OC1)NCCCl)CCCl. Cell line: ACHN. Synergy scores: CSS=-7.92, Synergy_ZIP=7.47, Synergy_Bliss=4.22, Synergy_Loewe=-9.60, Synergy_HSA=-9.11. (10) Drug 1: CC1=C(N=C(N=C1N)C(CC(=O)N)NCC(C(=O)N)N)C(=O)NC(C(C2=CN=CN2)OC3C(C(C(C(O3)CO)O)O)OC4C(C(C(C(O4)CO)O)OC(=O)N)O)C(=O)NC(C)C(C(C)C(=O)NC(C(C)O)C(=O)NCCC5=NC(=CS5)C6=NC(=CS6)C(=O)NCCC[S+](C)C)O. Drug 2: COCCOC1=C(C=C2C(=C1)C(=NC=N2)NC3=CC=CC(=C3)C#C)OCCOC.Cl. Cell line: HCC-2998. Synergy scores: CSS=17.8, Synergy_ZIP=-3.99, Synergy_Bliss=-4.23, Synergy_Loewe=-6.07, Synergy_HSA=-1.61.